Dataset: Reaction yield outcomes from USPTO patents with 853,638 reactions. Task: Predict the reaction yield, written as a fraction of the theoretical maximum amount of product (1.0 means a 100% yield; for example, 0.34 means a 34% yield). (1) The reactants are [CH3:1][O:2][C:3]1[CH:4]=[C:5]([OH:12])[CH:6]=[C:7]([O:10][CH3:11])[C:8]=1[CH3:9].N1C=CC=CC=1.[F:19][C:20]([F:33])([F:32])[S:21](O[S:21]([C:20]([F:33])([F:32])[F:19])(=[O:23])=[O:22])(=[O:23])=[O:22].C([O-])(O)=O.[Na+]. The catalyst is C(Cl)Cl. The product is [F:19][C:20]([F:33])([F:32])[S:21]([O:12][C:5]1[CH:6]=[C:7]([O:10][CH3:11])[C:8]([CH3:9])=[C:3]([O:2][CH3:1])[CH:4]=1)(=[O:23])=[O:22]. The yield is 0.600. (2) The catalyst is CCOC(C)=O. The product is [Cl:1][C:2]1[CH:3]=[CH:4][C:5]2[N:6]=[CH:7][N:8]=[C:9]([NH:27][C:24]3[CH:25]=[N:26][C:21]([O:20][CH3:19])=[CH:22][CH:23]=3)[C:10]=2[N:11]=1. The reactants are [Cl:1][C:2]1[CH:3]=[CH:4][C:5]2[N:6]=[CH:7][N:8]=[C:9](OC3CCOCC3)[C:10]=2[N:11]=1.[CH3:19][O:20][C:21]1[N:26]=[CH:25][C:24]([NH2:27])=[CH:23][CH:22]=1.C([O-])(=O)C.[Na+]. The yield is 0.590. (3) The reactants are [F:1][C:2]1[CH:28]=[CH:27][C:26]([F:29])=[CH:25][C:3]=1[CH2:4][N:5]1[C:10](=[O:11])[CH2:9][NH:8][C:7]2[N:12]=[CH:13][C:14]([C:16]3[CH:24]=[CH:23][C:19]([C:20](O)=[O:21])=[CH:18][CH:17]=3)=[CH:15][C:6]1=2.[N:30]1([CH:35]2[CH2:40][CH2:39][NH:38][CH2:37][CH2:36]2)[CH2:34][CH2:33][CH2:32][CH2:31]1. No catalyst specified. The product is [F:1][C:2]1[CH:28]=[CH:27][C:26]([F:29])=[CH:25][C:3]=1[CH2:4][N:5]1[C:10](=[O:11])[CH2:9][NH:8][C:7]2[N:12]=[CH:13][C:14]([C:16]3[CH:17]=[CH:18][C:19]([C:20]([N:38]4[CH2:39][CH2:40][CH:35]([N:30]5[CH2:34][CH2:33][CH2:32][CH2:31]5)[CH2:36][CH2:37]4)=[O:21])=[CH:23][CH:24]=3)=[CH:15][C:6]1=2. The yield is 0.300. (4) The reactants are Cl.[CH3:2][C:3]1[C:7]([CH2:8][N:9]2[CH:13]=[C:12]([NH2:14])[CH:11]=[N:10]2)=[C:6]([CH3:15])[O:5][N:4]=1.[N:16]([C:19]1[CH:28]=[CH:27][CH:26]=[CH:25][C:20]=1[C:21](OC)=[O:22])=[C:17]=[O:18].C(N(CC)CC)C. The catalyst is C(#N)C.O. The product is [CH3:2][C:3]1[C:7]([CH2:8][N:9]2[CH:13]=[C:12]([N:14]3[C:21](=[O:22])[C:20]4[C:19](=[CH:28][CH:27]=[CH:26][CH:25]=4)[NH:16][C:17]3=[O:18])[CH:11]=[N:10]2)=[C:6]([CH3:15])[O:5][N:4]=1. The yield is 0.180. (5) The reactants are [C:1]([C:5]1[CH:10]=[CH:9][C:8]([C:11]#[C:12][C:13]2[CH:18]=[CH:17][N:16]=[CH:15][C:14]=2[NH:19][C:20](=[O:26])[O:21][C:22]([CH3:25])([CH3:24])[CH3:23])=[CH:7][CH:6]=1)([CH3:4])([CH3:3])[CH3:2].CN(C)C=O.[CH2:32](I)[CH3:33].[H-].[Na+]. The catalyst is O. The product is [C:1]([C:5]1[CH:10]=[CH:9][C:8]([C:11]#[C:12][C:13]2[CH:18]=[CH:17][N:16]=[CH:15][C:14]=2[N:19]([CH2:32][CH3:33])[C:20](=[O:26])[O:21][C:22]([CH3:25])([CH3:24])[CH3:23])=[CH:7][CH:6]=1)([CH3:4])([CH3:2])[CH3:3]. The yield is 0.880. (6) The reactants are C[Si](C)(C)N[Si](C)(C)C.C([Li])CCC.CCCCCC.[C:21]([O:25]C(C)(C)C)(=[O:24])[CH2:22][CH3:23].CC(C1C=CC=C(C(C)C)C=1N1C=[N+](C2C(C(C)C)=CC=CC=2C(C)C)CC1)C.[Cl-:59].Br[C:61]1[CH:62]=[CH:63][C:64]2[O:73][CH2:72][C:71]3[CH:70]=[CH:69][S:68][C:67]=3[C:66](=[C:74]3[CH2:79][CH2:78][N:77]([CH3:80])[CH2:76][CH2:75]3)[C:65]=2[CH:81]=1.Cl.O1CCOCC1. The catalyst is C1C=CC(/C=C/C(/C=C/C2C=CC=CC=2)=O)=CC=1.C1C=CC(/C=C/C(/C=C/C2C=CC=CC=2)=O)=CC=1.[Pd].O.C1(C)C=CC=CC=1. The product is [ClH:59].[CH3:80][N:77]1[CH2:78][CH2:79][C:74](=[C:66]2[C:65]3[CH:81]=[C:61]([CH:22]([CH3:23])[C:21]([OH:25])=[O:24])[CH:62]=[CH:63][C:64]=3[O:73][CH2:72][C:71]3[CH:70]=[CH:69][S:68][C:67]2=3)[CH2:75][CH2:76]1. The yield is 0.690. (7) The reactants are [OH:1][CH2:2][C:3]1([C:9]([O:11]C)=[O:10])[CH2:8][CH2:7][O:6][CH2:5][CH2:4]1.[OH-].[Na+].Cl. The catalyst is O1CCCC1.CO. The product is [OH:1][CH2:2][C:3]1([C:9]([OH:11])=[O:10])[CH2:8][CH2:7][O:6][CH2:5][CH2:4]1. The yield is 0.950. (8) The reactants are [Cl:1][C:2]1[CH:3]=[C:4]([CH:9]=[C:10]([O:14][CH:15]([CH3:17])[CH3:16])[C:11]=1[O:12][CH3:13])[C:5]([O:7]C)=[O:6]. The catalyst is CO. The product is [Cl:1][C:2]1[CH:3]=[C:4]([CH:9]=[C:10]([O:14][CH:15]([CH3:17])[CH3:16])[C:11]=1[O:12][CH3:13])[C:5]([OH:7])=[O:6]. The yield is 0.890. (9) The reactants are C(=O)([O-])[O-].[Na+].[Na+].[CH3:7][O:8][C:9]1[CH:10]=[C:11]2[C:16](=[C:17]3[CH2:21][C:20]([CH3:23])([CH3:22])[O:19][C:18]=13)[C:15]([C:24]1[CH:25]=[C:26]([NH2:30])[CH:27]=[CH:28][CH:29]=1)=[N:14][C:13]([CH3:32])([CH3:31])[CH2:12]2.Cl.[C:34](Cl)(=[O:41])[C:35]1[CH:40]=[CH:39][CH:38]=[N:37][CH:36]=1. The catalyst is O.O1CCCC1. The product is [CH3:7][O:8][C:9]1[CH:10]=[C:11]2[C:16](=[C:17]3[CH2:21][C:20]([CH3:23])([CH3:22])[O:19][C:18]=13)[C:15]([C:24]1[CH:25]=[C:26]([NH:30][C:34]([C:35]3[CH:36]=[N:37][CH:38]=[CH:39][CH:40]=3)=[O:41])[CH:27]=[CH:28][CH:29]=1)=[N:14][C:13]([CH3:32])([CH3:31])[CH2:12]2. The yield is 0.860.